From a dataset of HIV replication inhibition screening data with 41,000+ compounds from the AIDS Antiviral Screen. Binary Classification. Given a drug SMILES string, predict its activity (active/inactive) in a high-throughput screening assay against a specified biological target. (1) The molecule is O=S1OC(c2ccccc2)(c2ccccc2)C(c2ccccc2)(c2ccccc2)O1. The result is 0 (inactive). (2) The drug is COC1(OC)C2(Cl)C(Cl)=C(Cl)C1(Cl)C1C(=O)C=CC(=O)C12. The result is 0 (inactive). (3) The drug is COc1cc2c(c([N+](=O)[O-])c1)NC(=O)C(c1ccccc1)S2. The result is 0 (inactive). (4) The drug is O=S1(=O)Cc2nc3ccccc3n2C1c1c(F)cccc1F. The result is 1 (active). (5) The molecule is O=C(NC1C2CC3CC(C2)CC1C3)C(Cl)=C1Sc2ccccc2NC1=O. The result is 0 (inactive). (6) The molecule is COc1ccc(C(=NO)c2ccccc2C2=Nc3ccccc3C(NCc3ccccc3)O2)cc1C. The result is 0 (inactive). (7) The compound is COC(=O)c1cc(C(=O)OC)c(CC(=O)C(=O)NC2C3CC4CC(C3)CC2C4)nc1CC(=O)C(=O)NC1C2CC3CC(C2)CC1C3. The result is 0 (inactive). (8) The drug is COC1(O)c2cccc(Cl)c2C(=O)N1C1(C(N)=O)CCCCC1. The result is 0 (inactive).